Dataset: HIV replication inhibition screening data with 41,000+ compounds from the AIDS Antiviral Screen. Task: Binary Classification. Given a drug SMILES string, predict its activity (active/inactive) in a high-throughput screening assay against a specified biological target. (1) The compound is Nc1ccccc1S(=O)(=O)N(CC(=O)O)c1ccccc1. The result is 0 (inactive). (2) The drug is Cc1cccc2c(NCCN(C)C)c3cccc(C(=O)NCCN(C)C)c3nc12.Cl. The result is 0 (inactive). (3) The compound is COc1ccc2c(c1)OCCCN(C)OC2c1ccccc1. The result is 0 (inactive). (4) The compound is C[n+]1c(C=NNC(=O)c2ccc(C(=O)NN=Cc3cn4ccccc4[n+]3C)cc2)cn2ccccc21.Cc1ccc(S(=O)(=O)[O-])cc1. The result is 0 (inactive).